This data is from Full USPTO retrosynthesis dataset with 1.9M reactions from patents (1976-2016). The task is: Predict the reactants needed to synthesize the given product. (1) Given the product [ClH:10].[NH2:1][C@H:2]([C:7]([O-:9])=[O:8])[CH2:3][C:4]([O-:6])=[O:5].[Mg+2:12], predict the reactants needed to synthesize it. The reactants are: [NH2:1][C@H:2]([C:7]([OH:9])=[O:8])[CH2:3][C:4]([OH:6])=[O:5].[ClH:10].[O-2].[Mg+2:12]. (2) Given the product [CH:27]1([O:26][C:20]2[C:21]([CH3:25])=[CH:22][CH:23]=[CH:24][C:19]=2[C:18]([NH:17][C:6]2([C:4]([OH:5])=[O:3])[CH2:7][C:8]3[C:13](=[CH:12][C:11]([F:15])=[C:10]([F:16])[CH:9]=3)[CH2:14]2)=[O:31])[CH2:30][CH2:29][CH2:28]1, predict the reactants needed to synthesize it. The reactants are: C([O:3][C:4]([C:6]1([NH:17][C:18](=[O:31])[C:19]2[CH:24]=[CH:23][CH:22]=[C:21]([CH3:25])[C:20]=2[O:26][CH:27]2[CH2:30][CH2:29][CH2:28]2)[CH2:14][C:13]2[C:8](=[CH:9][C:10]([F:16])=[C:11]([F:15])[CH:12]=2)[CH2:7]1)=[O:5])C.[OH-].[K+].O. (3) Given the product [CH3:19][N:17]1[C:16]2[CH:20]=[CH:21][S:22][C:15]=2[C:14]([N:11]2[CH2:10][CH2:9][NH:8][CH2:13][CH2:12]2)=[N:18]1, predict the reactants needed to synthesize it. The reactants are: C([N:8]1[CH2:13][CH2:12][N:11]([C:14]2[C:15]3[S:22][CH:21]=[CH:20][C:16]=3[N:17]([CH3:19])[N:18]=2)[CH2:10][CH2:9]1)C1C=CC=CC=1.ClC(OC(Cl)=O)C. (4) Given the product [CH:1]1([CH:7]([NH:27][C:28]2[CH:29]=[CH:30][C:31]([C:34]([NH:36][CH2:37][CH2:38][C:39]([OH:41])=[O:40])=[O:35])=[CH:32][CH:33]=2)[C:9]2[C:10]([CH2:24][CH2:25][CH3:26])=[N:11][N:12]([C:14]3[CH:19]=[CH:18][C:17]([C:20]([F:23])([F:22])[F:21])=[CH:16][N:15]=3)[CH:13]=2)[CH2:6][CH2:5][CH2:4][CH2:3][CH2:2]1, predict the reactants needed to synthesize it. The reactants are: [CH:1]1([CH:7]([C:9]2[C:10]([CH2:24][CH2:25][CH3:26])=[N:11][N:12]([C:14]3[CH:19]=[CH:18][C:17]([C:20]([F:23])([F:22])[F:21])=[CH:16][N:15]=3)[CH:13]=2)O)[CH2:6][CH2:5][CH2:4][CH2:3][CH2:2]1.[NH2:27][C:28]1[CH:33]=[CH:32][C:31]([C:34]([NH:36][CH2:37][CH2:38][C:39]([O:41]CC)=[O:40])=[O:35])=[CH:30][CH:29]=1. (5) Given the product [F:23][C:10]1[CH:9]=[C:8]([CH:22]=[CH:21][C:11]=1/[CH:12]=[CH:4]/[CH:3]=[CH:2]/[CH:1]=[O:26])[C:6]#[N:7], predict the reactants needed to synthesize it. The reactants are: [CH2:1]([Li])[CH2:2][CH2:3][CH3:4].[C:6]([C:8]1[CH:22]=[CH:21][C:11]([CH2:12]P(=O)(OCC)OCC)=[C:10]([F:23])[CH:9]=1)#[N:7].Cl.C(=O)([O-])[OH:26].[Na+].